From a dataset of Forward reaction prediction with 1.9M reactions from USPTO patents (1976-2016). Predict the product of the given reaction. Given the reactants [CH3:1][N:2]([S:20]([C:23]1[S:24][CH:25]=[CH:26][CH:27]=1)(=[O:22])=[O:21])[C:3]1[CH:4]=[C:5]([O:15][C:16]([F:19])([F:18])[F:17])[CH:6]=[C:7]2[C:11]=1[NH:10][C:9]([C:12]([NH2:14])=O)=[CH:8]2.COC1C=CC(P2(SP(C3C=CC(OC)=CC=3)(=S)S2)=[S:37])=CC=1.[C:50]([O:55][CH2:56][CH3:57])(=[O:54])[C:51]#[C:52][CH3:53].C(P(CCCC)CCCC)CCC, predict the reaction product. The product is: [CH3:1][N:2]([S:20]([C:23]1[S:24][CH:25]=[CH:26][CH:27]=1)(=[O:22])=[O:21])[C:3]1[CH:4]=[C:5]([O:15][C:16]([F:17])([F:19])[F:18])[CH:6]=[C:7]2[C:11]=1[NH:10][C:9]([C:12]1[S:37][CH:52]([CH2:51][C:50]([O:55][CH2:56][CH3:57])=[O:54])[CH2:53][N:14]=1)=[CH:8]2.